This data is from NCI-60 drug combinations with 297,098 pairs across 59 cell lines. The task is: Regression. Given two drug SMILES strings and cell line genomic features, predict the synergy score measuring deviation from expected non-interaction effect. (1) Drug 1: CC(C1=C(C=CC(=C1Cl)F)Cl)OC2=C(N=CC(=C2)C3=CN(N=C3)C4CCNCC4)N. Drug 2: C(CN)CNCCSP(=O)(O)O. Cell line: SK-MEL-2. Synergy scores: CSS=4.48, Synergy_ZIP=-1.32, Synergy_Bliss=-0.872, Synergy_Loewe=-9.25, Synergy_HSA=-3.73. (2) Drug 1: CC1CCC2CC(C(=CC=CC=CC(CC(C(=O)C(C(C(=CC(C(=O)CC(OC(=O)C3CCCCN3C(=O)C(=O)C1(O2)O)C(C)CC4CCC(C(C4)OC)OCCO)C)C)O)OC)C)C)C)OC. Drug 2: C(CC(=O)O)C(=O)CN.Cl. Cell line: SF-539. Synergy scores: CSS=5.81, Synergy_ZIP=-5.90, Synergy_Bliss=-6.09, Synergy_Loewe=-17.8, Synergy_HSA=-5.65.